Dataset: Catalyst prediction with 721,799 reactions and 888 catalyst types from USPTO. Task: Predict which catalyst facilitates the given reaction. (1) Reactant: [OH-].[Na+].[C:3](Cl)(=[O:10])[C:4]1[CH:9]=[CH:8][CH:7]=[CH:6][CH:5]=1.[CH3:12][O:13][C:14]1[CH:15]=[C:16](/[CH:26]=[CH:27]/[C:28]2[N:42]=[C:31]3[CH:32]([CH:36]4[CH2:41][CH2:40][NH:39][CH2:38][CH2:37]4)[CH2:33][CH2:34][CH2:35][N:30]3[N:29]=2)[CH:17]=[CH:18][C:19]=1[N:20]1[CH:24]=[C:23]([CH3:25])[N:22]=[CH:21]1. Product: [CH3:12][O:13][C:14]1[CH:15]=[C:16](/[CH:26]=[CH:27]/[C:28]2[N:42]=[C:31]3[CH:32]([CH:36]4[CH2:37][CH2:38][N:39]([C:4]5([CH:3]=[O:10])[CH:9]=[CH:8][CH:7]=[CH:6][CH2:5]5)[CH2:40][CH2:41]4)[CH2:33][CH2:34][CH2:35][N:30]3[N:29]=2)[CH:17]=[CH:18][C:19]=1[N:20]1[CH:24]=[C:23]([CH3:25])[N:22]=[CH:21]1. The catalyst class is: 2. (2) Reactant: [CH:1]([C@:4]1([C:16]([N:18]2[CH2:23][CH:22]=[C:21]([C:24]3[CH:29]=[CH:28][CH:27]=[CH:26][CH:25]=3)[CH2:20][CH2:19]2)=[O:17])[CH2:8][CH2:7][C@@H:6]([NH:9][CH:10]2[CH2:15][CH2:14][O:13][CH2:12][CH2:11]2)[CH2:5]1)([CH3:3])[CH3:2]. Product: [CH:1]([C@:4]1([C:16]([N:18]2[CH2:19][CH2:20][CH:21]([C:24]3[CH:25]=[CH:26][CH:27]=[CH:28][CH:29]=3)[CH2:22][CH2:23]2)=[O:17])[CH2:8][CH2:7][C@@H:6]([NH:9][CH:10]2[CH2:15][CH2:14][O:13][CH2:12][CH2:11]2)[CH2:5]1)([CH3:3])[CH3:2]. The catalyst class is: 19. (3) Reactant: [NH2:1][C:2]1([CH2:19][OH:20])[C:15]2[C:10](=[N:11][CH:12]=[C:13]([Cl:16])[CH:14]=2)[O:9][C:8]2[C:3]1=[CH:4][C:5]([Br:18])=[C:6]([F:17])[CH:7]=2.Br[CH2:22][C:23]#[N:24].CC(C)([O-])C.[Li+]. Product: [NH2:1][C:2]1([CH2:19][O:20][CH2:22][C:23]#[N:24])[C:15]2[C:10](=[N:11][CH:12]=[C:13]([Cl:16])[CH:14]=2)[O:9][C:8]2[C:3]1=[CH:4][C:5]([Br:18])=[C:6]([F:17])[CH:7]=2. The catalyst class is: 1. (4) Reactant: [F:1][C:2]([F:13])([F:12])[C:3]1[CH:11]=[CH:10][C:6]([C:7]([OH:9])=O)=[CH:5][CH:4]=1.CN1CCOCC1.[NH2:21][C:22]1[CH:23]=[CH:24][C:25]([Cl:31])=[C:26]([CH:30]=1)[C:27]([OH:29])=[O:28].C([O-])(O)=O.[Na+]. Product: [F:12][C:2]([F:1])([F:13])[C:3]1[CH:4]=[CH:5][C:6]([C:7]([NH:21][C:22]2[CH:23]=[CH:24][C:25]([Cl:31])=[C:26]([CH:30]=2)[C:27]([OH:29])=[O:28])=[O:9])=[CH:10][CH:11]=1. The catalyst class is: 2. (5) Reactant: [F:1][C:2]([F:18])([F:17])[CH:3]([C:5]1[CH:10]=[CH:9][CH:8]=[CH:7][C:6]=1[C:11]1[C:15]([CH3:16])=[CH:14][S:13][CH:12]=1)[OH:4].[NH2:19][C:20]1[N:25]=[C:24](Cl)[CH:23]=[C:22]([Cl:27])[N:21]=1.C(=O)([O-])[O-].[Cs+].[Cs+].O1CCOCC1. Product: [Cl:27][C:22]1[CH:23]=[C:24]([O:4][CH:3]([C:5]2[CH:10]=[CH:9][CH:8]=[CH:7][C:6]=2[C:11]2[C:15]([CH3:16])=[CH:14][S:13][CH:12]=2)[C:2]([F:1])([F:17])[F:18])[N:25]=[C:20]([NH2:19])[N:21]=1. The catalyst class is: 13.